From a dataset of Full USPTO retrosynthesis dataset with 1.9M reactions from patents (1976-2016). Predict the reactants needed to synthesize the given product. (1) Given the product [CH3:21][O:20][C:6]1[C:5]([C:3]([OH:4])=[O:2])=[C:14]([O:15][CH3:16])[C:13]([O:17][CH3:18])=[C:12]2[C:7]=1[CH:8]1[CH2:19][CH:11]2[CH:10]=[CH:9]1, predict the reactants needed to synthesize it. The reactants are: C[O:2][C:3]([C:5]1[C:6]([O:20][CH3:21])=[C:7]2[C:12](=[C:13]([O:17][CH3:18])[C:14]=1[O:15][CH3:16])[CH:11]1[CH2:19][CH:8]2[CH:9]=[CH:10]1)=[O:4].[OH-].[Na+]. (2) Given the product [NH2:36][CH:37]1[CH2:42][CH2:41][N:40]([CH2:9][C:10]2[CH:11]=[CH:12][N:13]3[C:18]=2[C:17]([NH:19][C:20]2[CH:25]=[CH:24][C:23]([O:26][CH2:27][C:28]4[CH:33]=[CH:32][CH:31]=[C:30]([F:34])[CH:29]=4)=[C:22]([Cl:35])[CH:21]=2)=[N:16][CH:15]=[N:14]3)[CH2:39][CH2:38]1, predict the reactants needed to synthesize it. The reactants are: C1(S([CH2:9][C:10]2[CH:11]=[CH:12][N:13]3[C:18]=2[C:17]([NH:19][C:20]2[CH:25]=[CH:24][C:23]([O:26][CH2:27][C:28]4[CH:33]=[CH:32][CH:31]=[C:30]([F:34])[CH:29]=4)=[C:22]([Cl:35])[CH:21]=2)=[N:16][CH:15]=[N:14]3)=O)C=CC=CC=1.[NH2:36][CH:37]1[CH2:42][CH2:41][NH:40][CH2:39][CH2:38]1. (3) Given the product [O:6]1[CH:10]=[CH:9][CH:8]=[C:7]1[C:11]1[O:12][C:13]([CH3:44])=[C:14]([CH2:16][O:17][C:18]2[CH:41]=[CH:40][C:21]([CH2:22][O:23][C:24]3[C:28](/[CH:29]=[CH:30]/[C:31]([N:3]([O:4][CH3:5])[CH3:2])=[O:32])=[CH:27][N:26]([C:34]4[CH:39]=[CH:38][CH:37]=[CH:36][CH:35]=4)[N:25]=3)=[CH:20][C:19]=2[O:42][CH3:43])[N:15]=1, predict the reactants needed to synthesize it. The reactants are: Cl.[CH3:2][NH:3][O:4][CH3:5].[O:6]1[CH:10]=[CH:9][CH:8]=[C:7]1[C:11]1[O:12][C:13]([CH3:44])=[C:14]([CH2:16][O:17][C:18]2[CH:41]=[CH:40][C:21]([CH2:22][O:23][C:24]3[C:28](/[CH:29]=[CH:30]/[C:31](O)=[O:32])=[CH:27][N:26]([C:34]4[CH:39]=[CH:38][CH:37]=[CH:36][CH:35]=4)[N:25]=3)=[CH:20][C:19]=2[O:42][CH3:43])[N:15]=1.Cl.C(N=C=NCCCN(C)C)C.O.ON1C2C=CC=CC=2N=N1. (4) Given the product [CH:1]1([N:7]2[CH2:11][CH:10]([CH2:12][O:13][CH3:18])[CH2:9][C:8]2=[O:14])[CH2:6][CH2:5][CH2:4][CH2:3][CH2:2]1, predict the reactants needed to synthesize it. The reactants are: [CH:1]1([N:7]2[CH2:11][CH:10]([CH2:12][OH:13])[CH2:9][C:8]2=[O:14])[CH2:6][CH2:5][CH2:4][CH2:3][CH2:2]1.[H-].[Na+].I[CH3:18]. (5) Given the product [Br:1][C:2]1[CH:7]=[CH:6][C:5]([NH:8][C:9]([C:10]2[CH:15]=[CH:14][C:13]([C:16]([F:19])([F:18])[F:17])=[CH:12][C:11]=2[F:20])=[S:31])=[CH:4][CH:3]=1, predict the reactants needed to synthesize it. The reactants are: [Br:1][C:2]1[CH:7]=[CH:6][C:5]([NH:8][C:9](=O)[C:10]2[CH:15]=[CH:14][C:13]([C:16]([F:19])([F:18])[F:17])=[CH:12][C:11]=2[F:20])=[CH:4][CH:3]=1.COC1C=CC(P2(=S)SP(=S)(C3C=CC(OC)=CC=3)[S:31]2)=CC=1. (6) Given the product [Cl:1][C:2]1[CH:7]=[C:6]([Cl:8])[CH:5]=[CH:4][C:3]=1[C:9]([C:11]1[O:12][C:13]2[CH:20]=[C:19]([C:31]3[N:36]=[C:35]([CH2:37][NH:38][C:39](=[O:41])[CH3:40])[CH:34]=[CH:33][CH:32]=3)[CH:18]=[CH:17][C:14]=2[C:15]=1[CH3:16])=[O:10], predict the reactants needed to synthesize it. The reactants are: [Cl:1][C:2]1[CH:7]=[C:6]([Cl:8])[CH:5]=[CH:4][C:3]=1[C:9]([C:11]1[O:12][C:13]2[CH:20]=[C:19](B3OC(C)(C)C(C)(C)O3)[CH:18]=[CH:17][C:14]=2[C:15]=1[CH3:16])=[O:10].Br[C:31]1[N:36]=[C:35]([CH2:37][NH:38][C:39](=[O:41])[CH3:40])[CH:34]=[CH:33][CH:32]=1. (7) Given the product [F:1][C:2]1[CH:7]=[C:6]([F:8])[CH:5]=[CH:4][C:3]=1[CH2:9][CH2:10][N:12]1[CH2:13][CH2:14][N:15]([C:18]([O:20][C:21]([CH3:23])([CH3:24])[CH3:22])=[O:19])[CH2:16][CH2:17]1, predict the reactants needed to synthesize it. The reactants are: [F:1][C:2]1[CH:7]=[C:6]([F:8])[CH:5]=[CH:4][C:3]=1[CH2:9][C:10]([N:12]1[CH2:17][CH2:16][N:15]([C:18]([O:20][C:21]([CH3:24])([CH3:23])[CH3:22])=[O:19])[CH2:14][CH2:13]1)=O.